From a dataset of NCI-60 drug combinations with 297,098 pairs across 59 cell lines. Regression. Given two drug SMILES strings and cell line genomic features, predict the synergy score measuring deviation from expected non-interaction effect. (1) Drug 1: CS(=O)(=O)C1=CC(=C(C=C1)C(=O)NC2=CC(=C(C=C2)Cl)C3=CC=CC=N3)Cl. Drug 2: CC(C)NC(=O)C1=CC=C(C=C1)CNNC.Cl. Cell line: DU-145. Synergy scores: CSS=-2.35, Synergy_ZIP=0.637, Synergy_Bliss=-1.49, Synergy_Loewe=-6.65, Synergy_HSA=-4.88. (2) Drug 1: C1CCN(CC1)CCOC2=CC=C(C=C2)C(=O)C3=C(SC4=C3C=CC(=C4)O)C5=CC=C(C=C5)O. Drug 2: CCN(CC)CCCC(C)NC1=C2C=C(C=CC2=NC3=C1C=CC(=C3)Cl)OC. Cell line: UO-31. Synergy scores: CSS=12.6, Synergy_ZIP=-4.93, Synergy_Bliss=-0.975, Synergy_Loewe=-2.94, Synergy_HSA=-0.699. (3) Drug 1: C1CN1P(=S)(N2CC2)N3CC3. Drug 2: CN(C(=O)NC(C=O)C(C(C(CO)O)O)O)N=O. Cell line: SF-268. Synergy scores: CSS=9.37, Synergy_ZIP=-3.08, Synergy_Bliss=1.20, Synergy_Loewe=-0.706, Synergy_HSA=-0.672.